This data is from Experimentally validated miRNA-target interactions with 360,000+ pairs, plus equal number of negative samples. The task is: Binary Classification. Given a miRNA mature sequence and a target amino acid sequence, predict their likelihood of interaction. (1) The miRNA is hsa-miR-7-1-3p with sequence CAACAAAUCACAGUCUGCCAUA. The protein sequence of the target gene is MTSASPEDQNAPVGCPKGARRRRPISVIGGVSLYGTNQTEELDNLLTQPASRPPMPAHQVPPYKAVSARFRPFTFSQSTPIGLDRVGRRRQMRASNVSSDGGTEPSALVDDNGSEEDFSYEDLCQASPRYLQPGGEQLAINELISDGNVVCAEALWDHVTMDDQELGFKAGDVIQVLEASNKDWWWGRSEDKEAWFPASFVRLRVNQEELSENSSSTPSEEQDEEASQSRHRHCENKQQMRTNVIREIMDTERVYIKHLRDICEGYIRQCRKHTGMFTVAQLATIFGNIEDIYKFQRKFL.... Result: 1 (interaction). (2) The miRNA is mmu-miR-1b-3p with sequence UGGGUACAUAAAGAAGUAUGUGC. The protein sequence of the target gene is MEEPSRPSSDTLTTVESSSGEPDKEVASPDGAAPATFSSVEEPSPNPTAMPPVWDHGGPLQQVAYPASDSCQTGSTNTGVGTNEDLRLPRRRPPPGKQIPCSSPGCCLSFPSVRDLAQHLRTHCPPTQSLEGKLFRCSALSCTESFPSMQELVAHGKLHYKPNRYFKCENCLLRFRTHRSLFKHLHVCIDHGQNPAPPPPPALDKEPPVPERPPESDPSSSLGLPFPLLEPFTSAPTGPFLPYLNPAPFGLSPPRLRPFLAATPGPPASSTAIWKKSQGATSSPRRPQGGSDAPSGACR. Result: 0 (no interaction).